This data is from Full USPTO retrosynthesis dataset with 1.9M reactions from patents (1976-2016). The task is: Predict the reactants needed to synthesize the given product. Given the product [C:3]1([S:9][CH:11]([CH2:16][C:17]2[CH:39]=[CH:38][C:20]3[C:21]([CH2:24][CH2:25][C:26]4[N:27]=[C:28]([C:32]5[CH:33]=[CH:34][CH:35]=[CH:36][CH:37]=5)[O:29][C:30]=4[CH3:31])=[N:22][O:23][C:19]=3[CH:18]=2)[C:12]([O:14][CH3:15])=[O:13])[CH:8]=[CH:7][CH:6]=[CH:5][CH:4]=1, predict the reactants needed to synthesize it. The reactants are: [H-].[Na+].[C:3]1([SH:9])[CH:8]=[CH:7][CH:6]=[CH:5][CH:4]=1.Cl[CH:11]([CH2:16][C:17]1[CH:39]=[CH:38][C:20]2[C:21]([CH2:24][CH2:25][C:26]3[N:27]=[C:28]([C:32]4[CH:37]=[CH:36][CH:35]=[CH:34][CH:33]=4)[O:29][C:30]=3[CH3:31])=[N:22][O:23][C:19]=2[CH:18]=1)[C:12]([O:14][CH3:15])=[O:13].O.